Dataset: Reaction yield outcomes from USPTO patents with 853,638 reactions. Task: Predict the reaction yield, written as a fraction of the theoretical maximum amount of product (1.0 means a 100% yield; for example, 0.34 means a 34% yield). (1) The reactants are [Cl:1][C:2]1[CH:3]=[CH:4][C:5]([N+:11]([O-:13])=[O:12])=[C:6]([C:8](=O)[CH3:9])[CH:7]=1.[O:14]1[CH2:19][CH2:18][N:17]([S:20]([C:23]2[CH:24]=[C:25]([CH:30]=[CH:31][CH:32]=2)[C:26]([NH:28][NH2:29])=[O:27])(=[O:22])=[O:21])[CH2:16][CH2:15]1. The catalyst is CO.C(O)(=O)C. The product is [Cl:1][C:2]1[CH:3]=[CH:4][C:5]([N+:11]([O-:13])=[O:12])=[C:6](/[C:8](=[N:29]/[NH:28][C:26](=[O:27])[C:25]2[CH:30]=[CH:31][CH:32]=[C:23]([S:20]([N:17]3[CH2:18][CH2:19][O:14][CH2:15][CH2:16]3)(=[O:21])=[O:22])[CH:24]=2)/[CH3:9])[CH:7]=1. The yield is 0.201. (2) The reactants are FC(F)(F)S(O[CH2:7][C:8]([F:11])([F:10])[F:9])(=O)=O.[O:14]1[C:19]2([CH2:24][CH2:23][N:22]([C:25]([O:27][C:28]([CH3:31])([CH3:30])[CH3:29])=[O:26])[CH2:21][CH2:20]2)[CH2:18][NH:17][CH2:16][CH:15]1[C:32]([O:34][CH3:35])=[O:33].C([O-])(O)=O.[Na+]. The catalyst is CCO. The product is [F:9][C:8]([F:11])([F:10])[CH2:7][N:17]1[CH2:18][C:19]2([CH2:24][CH2:23][N:22]([C:25]([O:27][C:28]([CH3:31])([CH3:30])[CH3:29])=[O:26])[CH2:21][CH2:20]2)[O:14][CH:15]([C:32]([O:34][CH3:35])=[O:33])[CH2:16]1. The yield is 0.680. (3) The reactants are C([Li])CCC.Br[C:7]1[CH:12]=[CH:11][C:10]([N:13]([Si](C)(C)C)[Si](C)(C)C)=[CH:9][CH:8]=1.[CH3:22][C:23]1[CH:28]=[C:27]([CH3:29])[N:26]=[C:25]([N:30]2[CH2:35][CH2:34][C:33](=[O:36])[CH2:32][CH2:31]2)[CH:24]=1.Cl.[OH-].[Na+]. The catalyst is C(OCC)C.O1CCCC1. The product is [NH2:13][C:10]1[CH:11]=[CH:12][C:7]([C:33]2([OH:36])[CH2:32][CH2:31][N:30]([C:25]3[CH:24]=[C:23]([CH3:22])[CH:28]=[C:27]([CH3:29])[N:26]=3)[CH2:35][CH2:34]2)=[CH:8][CH:9]=1. The yield is 0.573. (4) The yield is 0.900. The product is [C:26]([O:30][C:31]([N:33]1[CH2:38][CH2:37][N:36]([C:22]2[CH:23]=[CH:24][C:19]([O:18][CH3:17])=[CH:20][CH:21]=2)[C:35](=[O:39])[CH2:34]1)=[O:32])([CH3:29])([CH3:27])[CH3:28]. The catalyst is [Cu](I)I. The reactants are P([O-])([O-])([O-])=O.[K+].[K+].[K+].N[C@@H]1CCCC[C@H]1N.[CH3:17][O:18][C:19]1[CH:24]=[CH:23][C:22](I)=[CH:21][CH:20]=1.[C:26]([O:30][C:31]([N:33]1[CH2:38][CH2:37][NH:36][C:35](=[O:39])[CH2:34]1)=[O:32])([CH3:29])([CH3:28])[CH3:27]. (5) The reactants are [F:1][C:2]([F:11])([F:10])[C:3]1[CH:4]=[CH:5][C:6]([NH2:9])=[N:7][CH:8]=1.C(N(CC)C(C)C)(C)C.Cl[C:22]([O:24][C:25]1[CH:30]=[CH:29][CH:28]=[CH:27][CH:26]=1)=[O:23]. The catalyst is C(Cl)Cl.CCOC(C)=O. The product is [F:11][C:2]([F:1])([F:10])[C:3]1[CH:4]=[CH:5][C:6]([NH:9][C:22](=[O:23])[O:24][C:25]2[CH:30]=[CH:29][CH:28]=[CH:27][CH:26]=2)=[N:7][CH:8]=1. The yield is 0.690. (6) The reactants are COC1C=C(C=CC=1)CN(CC1C=CC(C(OC)=O)=CC=1)S(C1C=CC(Cl)=CC=1)(=O)=O.[Cl:32][C:33]1[CH:38]=[CH:37][C:36]([S:39]([NH:42][CH2:43][C:44]2[CH:49]=[CH:48][C:47]([C:50]#[N:51])=[CH:46][CH:45]=2)(=[O:41])=[O:40])=[CH:35][CH:34]=1.Br.Br[CH2:54][C:55]1[C:64]2[C:59](=[CH:60][CH:61]=[CH:62][CH:63]=2)[CH:58]=[CH:57][N:56]=1. No catalyst specified. The product is [Cl:32][C:33]1[CH:38]=[CH:37][C:36]([S:39]([N:42]([CH2:43][C:44]2[CH:49]=[CH:48][C:47]([C:50]#[N:51])=[CH:46][CH:45]=2)[CH2:54][C:55]2[C:64]3[C:59](=[CH:60][CH:61]=[CH:62][CH:63]=3)[CH:58]=[CH:57][N:56]=2)(=[O:40])=[O:41])=[CH:35][CH:34]=1. The yield is 0.860. (7) The reactants are C([O:5][C:6]([C:8]1[C:16]2[C:11](=[CH:12][C:13]([C:17]3(O)[CH2:22][CH2:21][O:20][CH2:19][CH2:18]3)=[CH:14][CH:15]=2)[NH:10][N:9]=1)=[O:7])(C)(C)C.C([SiH](CC)CC)C.ClCCl. The catalyst is FC(F)(F)C(O)=O. The product is [O:20]1[CH2:21][CH2:22][CH:17]([C:13]2[CH:12]=[C:11]3[C:16]([C:8]([C:6]([OH:7])=[O:5])=[N:9][NH:10]3)=[CH:15][CH:14]=2)[CH2:18][CH2:19]1. The yield is 0.600. (8) The yield is 0.590. The reactants are O[CH:2]=[C:3]1[C:11]2[C:6](=[CH:7][C:8]([C:12]([C:14]3[CH:15]=[C:16]([NH:20][C:21]([C:23]4[C:24]([CH3:30])=[N:25][N:26]([CH3:29])[C:27]=4[CH3:28])=[O:22])[CH:17]=[CH:18][CH:19]=3)=[O:13])=[CH:9][CH:10]=2)[NH:5][C:4]1=[O:31].[CH3:32][N:33]1[CH2:38][CH2:37][N:36]([C:39]2[CH:44]=[CH:43][C:42]([NH2:45])=[CH:41][CH:40]=2)[CH2:35][CH2:34]1. The catalyst is C1COCC1. The product is [CH3:32][N:33]1[CH2:34][CH2:35][N:36]([C:39]2[CH:44]=[CH:43][C:42]([NH:45][CH:2]=[C:3]3[C:11]4[C:6](=[CH:7][C:8]([C:12]([C:14]5[CH:15]=[C:16]([NH:20][C:21]([C:23]6[C:24]([CH3:30])=[N:25][N:26]([CH3:29])[C:27]=6[CH3:28])=[O:22])[CH:17]=[CH:18][CH:19]=5)=[O:13])=[CH:9][CH:10]=4)[NH:5][C:4]3=[O:31])=[CH:41][CH:40]=2)[CH2:37][CH2:38]1.